This data is from Full USPTO retrosynthesis dataset with 1.9M reactions from patents (1976-2016). The task is: Predict the reactants needed to synthesize the given product. (1) Given the product [CH2:1]([O:3][C:4]([C:6]1[C:15](=[O:16])[C:14]2[C:9](=[N:10][C:11]([O:18][CH3:19])=[C:12]([CH2:34][CH2:33][C:35]3[CH:40]=[CH:39][C:38]([F:41])=[CH:37][C:36]=3[F:42])[CH:13]=2)[N:8]([C@H:20]([C:24]([CH3:32])([CH3:31])[O:25][SiH2:26][C:27]([CH3:30])([CH3:29])[CH3:28])[CH:21]([CH3:23])[CH3:22])[CH:7]=1)=[O:5])[CH3:2], predict the reactants needed to synthesize it. The reactants are: [CH2:1]([O:3][C:4]([C:6]1[C:15](=[O:16])[C:14]2[C:9](=[N:10][C:11]([O:18][CH3:19])=[C:12](Br)[CH:13]=2)[N:8]([C@H:20]([C:24]([CH3:32])([CH3:31])[O:25][SiH2:26][C:27]([CH3:30])([CH3:29])[CH3:28])[CH:21]([CH3:23])[CH3:22])[CH:7]=1)=[O:5])[CH3:2].[C:33]([C:35]1[CH:40]=[CH:39][C:38]([F:41])=[CH:37][C:36]=1[F:42])#[CH:34]. (2) Given the product [O-:17][S:15]([C:18]([F:21])([F:20])[F:19])(=[O:16])=[O:14].[CH2:2]([N+:8]1[CH:12]=[CH:11][N:10]([CH3:13])[CH:9]=1)[CH2:3][CH2:4][CH2:5][CH2:6][CH3:7], predict the reactants needed to synthesize it. The reactants are: [Cl-].[CH2:2]([N+:8]1[CH:12]=[CH:11][N:10]([CH3:13])[CH:9]=1)[CH2:3][CH2:4][CH2:5][CH2:6][CH3:7].[O:14]([Si](C)(C)C)[S:15]([C:18]([F:21])([F:20])[F:19])(=[O:17])=[O:16]. (3) Given the product [ClH:29].[CH:17]([C:20]1[CH:25]=[CH:24][C:23]([S:26]([NH:16][C:13]2[CH:12]=[CH:11][C:10]([CH:6]3[CH2:7][CH2:8][CH2:9][N:4]([CH2:1][CH2:2][CH3:3])[CH2:5]3)=[CH:15][CH:14]=2)(=[O:28])=[O:27])=[CH:22][CH:21]=1)([CH3:19])[CH3:18], predict the reactants needed to synthesize it. The reactants are: [CH2:1]([N:4]1[CH2:9][CH2:8][CH2:7][CH:6]([C:10]2[CH:15]=[CH:14][C:13]([NH2:16])=[CH:12][CH:11]=2)[CH2:5]1)[CH2:2][CH3:3].[CH:17]([C:20]1[CH:25]=[CH:24][C:23]([S:26]([Cl:29])(=[O:28])=[O:27])=[CH:22][CH:21]=1)([CH3:19])[CH3:18].C(N(CC)CC)C.Cl. (4) Given the product [CH3:41][O:40][C:26]1[CH:27]=[C:28]([CH:38]=[CH:39][C:25]=1[NH:24][C:16]1[N:15]=[C:14]([NH:13][C:5]2[CH:4]=[CH:3][C:2]([N:46]3[CH2:47][CH2:48][N:43]([CH3:42])[CH2:44][CH2:45]3)=[C:10]3[C:6]=2[C:7](=[O:12])[N:8]([CH3:11])[CH2:9]3)[C:19]([C:20]([F:21])([F:23])[F:22])=[CH:18][N:17]=1)[CH2:29][P:30](=[O:37])([OH:31])[O:34][CH2:35][CH3:36], predict the reactants needed to synthesize it. The reactants are: Br[C:2]1[CH:3]=[CH:4][C:5]([NH:13][C:14]2[C:19]([C:20]([F:23])([F:22])[F:21])=[CH:18][N:17]=[C:16]([NH:24][C:25]3[CH:39]=[CH:38][C:28]([CH2:29][P:30](=[O:37])([O:34][CH2:35][CH3:36])[O:31]CC)=[CH:27][C:26]=3[O:40][CH3:41])[N:15]=2)=[C:6]2[C:10]=1[CH2:9][N:8]([CH3:11])[C:7]2=[O:12].[CH3:42][N:43]1[CH2:48][CH2:47][NH:46][CH2:45][CH2:44]1.C([O-])([O-])=O.[Cs+].[Cs+]. (5) Given the product [Br:1][C:2]1[C:3]([O:9][CH3:10])=[N:4][CH:5]=[C:6]([CH2:8][Br:18])[CH:7]=1, predict the reactants needed to synthesize it. The reactants are: [Br:1][C:2]1[C:3]([O:9][CH3:10])=[N:4][CH:5]=[C:6]([CH3:8])[CH:7]=1.C1C(=O)N([Br:18])C(=O)C1.CC(N=NC(C#N)(C)C)(C#N)C.O. (6) Given the product [O:51]1[CH:52]=[CH:53][C:49]([NH:48][C:44]([NH:18][C:17]2[CH:16]=[CH:15][C:14]([C:12]3[N:13]=[C:8]([N:7]4[CH2:6][CH2:5][O:4][CH2:3][C@@H:2]4[CH3:1])[C:9]4[CH2:24][CH2:23][N:22]([C:25]5[CH:30]=[CH:29][N:28]=[CH:27][N:26]=5)[CH2:21][C:10]=4[N:11]=3)=[CH:20][CH:19]=2)=[O:45])=[N:50]1, predict the reactants needed to synthesize it. The reactants are: [CH3:1][C@@H:2]1[N:7]([C:8]2[C:9]3[CH2:24][CH2:23][N:22]([C:25]4[CH:30]=[CH:29][N:28]=[CH:27][N:26]=4)[CH2:21][C:10]=3[N:11]=[C:12]([C:14]3[CH:20]=[CH:19][C:17]([NH2:18])=[CH:16][CH:15]=3)[N:13]=2)[CH2:6][CH2:5][O:4][CH2:3]1.O1CCOCC1.C(N(CC)CC)C.[C:44](Cl)(Cl)=[O:45].[NH2:48][C:49]1[CH:53]=[CH:52][O:51][N:50]=1.